The task is: Predict which catalyst facilitates the given reaction.. This data is from Catalyst prediction with 721,799 reactions and 888 catalyst types from USPTO. (1) Reactant: C1(P(C2C=CC=CC=2)C2C=CC=CC=2)C=CC=CC=1.[C:20]([Cl:24])(Cl)(Cl)Cl.CN(C)C=O.OC[C:32]1[CH2:33][C@@H:34]2[C@H:37]([CH:38]=1)[C@@:36]([CH2:43][C:44]([O:46][C:47]([CH3:50])([CH3:49])[CH3:48])=[O:45])([CH2:39][N+:40]([O-:42])=[O:41])[CH2:35]2. Product: [Cl:24][CH2:20][C:32]1[CH2:33][C@@H:34]2[C@H:37]([CH:38]=1)[C@@:36]([CH2:43][C:44]([O:46][C:47]([CH3:50])([CH3:49])[CH3:48])=[O:45])([CH2:39][N+:40]([O-:42])=[O:41])[CH2:35]2. The catalyst class is: 6. (2) Reactant: [I:1][C:2]1[CH:9]=[CH:8][CH:7]=[CH:6][C:3]=1[CH2:4][OH:5].N1C=CN=C1.[CH3:15][C:16]([Si:19](Cl)([CH3:21])[CH3:20])([CH3:18])[CH3:17].O. Product: [CH3:15][C:16]([Si:19]([O:5][CH2:4][C:3]1[CH:6]=[CH:7][CH:8]=[CH:9][C:2]=1[I:1])([CH3:21])[CH3:20])([CH3:18])[CH3:17]. The catalyst class is: 3. (3) Reactant: N[C:2]1[CH:10]=[CH:9][C:5]([C:6]([OH:8])=[O:7])=[C:4]([N+:11]([O-:13])=[O:12])[CH:3]=1.[OH:14]S(O)(=O)=O.N([O-])=O.[Na+]. Product: [OH:14][C:2]1[CH:10]=[CH:9][C:5]([C:6]([OH:8])=[O:7])=[C:4]([N+:11]([O-:13])=[O:12])[CH:3]=1. The catalyst class is: 6. (4) Reactant: C([N:8]1[CH2:13][CH:12]=[C:11]([C:14]2[S:18][C:17]([CH:19]3[N:23]([C:24]4[CH:29]=[CH:28][C:27]([F:30])=[CH:26][C:25]=4[F:31])[N:22]=[C:21]([C:32]([F:38])([F:37])[C:33]([F:36])([F:35])[F:34])[CH2:20]3)=[CH:16][CH:15]=2)[CH2:10][CH2:9]1)(OC(C)(C)C)=O.[F:39][C:40]([F:45])([F:44])[C:41]([OH:43])=[O:42]. Product: [F:39][C:40]([F:45])([F:44])[C:41]([OH:43])=[O:42].[F:31][C:25]1[CH:26]=[C:27]([F:30])[CH:28]=[CH:29][C:24]=1[N:23]1[CH:19]([C:17]2[S:18][C:14]([C:11]3[CH2:12][CH2:13][NH:8][CH2:9][CH:10]=3)=[CH:15][CH:16]=2)[CH2:20][C:21]([C:32]([F:37])([F:38])[C:33]([F:35])([F:36])[F:34])=[N:22]1. The catalyst class is: 4. (5) Reactant: C[Si]([N-][Si](C)(C)C)(C)C.[Na+].[CH3:11][C@@H:12]1[CH2:17][N:16]([C:18]2[C:22]3=[N:23][CH:24]=[CH:25][CH:26]=[C:21]3[NH:20][CH:19]=2)[CH2:15][CH2:14][N:13]1C(OC(C)(C)C)=O.CN(CC)C.[Cl:39][C:40]1[CH:41]=[C:42]([S:46](Cl)(=[O:48])=[O:47])[CH:43]=[CH:44][CH:45]=1. Product: [Cl:39][C:40]1[CH:41]=[C:42]([S:46]([N:20]2[C:21]3[C:22](=[N:23][CH:24]=[CH:25][CH:26]=3)[C:18]([N:16]3[CH2:15][CH2:14][NH:13][C@H:12]([CH3:11])[CH2:17]3)=[CH:19]2)(=[O:48])=[O:47])[CH:43]=[CH:44][CH:45]=1. The catalyst class is: 348.